This data is from hERG potassium channel inhibition data for cardiac toxicity prediction from Karim et al.. The task is: Regression/Classification. Given a drug SMILES string, predict its toxicity properties. Task type varies by dataset: regression for continuous values (e.g., LD50, hERG inhibition percentage) or binary classification for toxic/non-toxic outcomes (e.g., AMES mutagenicity, cardiotoxicity, hepatotoxicity). Dataset: herg_karim. (1) The molecule is C[C@@H](c1ccc(-c2ccc(F)cc2)cc1)[C@H](N)C(=O)N1CC[C@H](F)C1. The result is 1 (blocker). (2) The molecule is N[C@H]1Cn2c(nc3cnc(F)cc32)C[C@@H]1c1cc(F)c(F)cc1F.O=C(O)C(F)(F)F.O=C(O)C(F)(F)F. The result is 0 (non-blocker). (3) The molecule is C[C@H]1CN(c2ccc(C(=O)Nc3ccccc3N)cn2)CCN1C(=O)OCc1ccccc1. The result is 0 (non-blocker). (4) The drug is CCOC(=O)[C@H]1CC[C@@H](N2CC(NC(=O)CNc3nn(C4CCCC4)c4ccc(C(F)(F)F)cc34)C2)CC1. The result is 1 (blocker). (5) The result is 1 (blocker). The molecule is CCOC(=O)C1CCC(N2CC(NC(=O)CNc3n[nH]c4ccc(C(F)(F)F)cc34)C2)CC1. (6) The compound is N[C@@H]1CCCN(c2c(/C=C3\SC(=O)NC3=O)cccc2-c2ccncc2)C1. The result is 0 (non-blocker). (7) The drug is COc1cc(/C=C/c2nc(N)c3ccccc3n2)ccc1-n1cnc(C)c1. The result is 1 (blocker). (8) The drug is CCN(CC)Cc1nc(Nc2ccc(C(F)(F)F)cc2)c2ccc(-c3ncccc3C(F)(F)F)cc2n1. The result is 1 (blocker). (9) The drug is CN1C(=O)N(c2ccnc(C(F)(F)F)c2)C2=C(C(=O)CC2)[C@H]1c1ccc(C#N)cc1S(C)(=O)=O. The result is 0 (non-blocker).